Task: Regression. Given a peptide amino acid sequence and an MHC pseudo amino acid sequence, predict their binding affinity value. This is MHC class I binding data.. Dataset: Peptide-MHC class I binding affinity with 185,985 pairs from IEDB/IMGT (1) The peptide sequence is KIQNFRVYY. The MHC is HLA-B35:03 with pseudo-sequence HLA-B35:03. The binding affinity (normalized) is 0. (2) The peptide sequence is KDVEKFIRL. The MHC is Mamu-B8701 with pseudo-sequence Mamu-B8701. The binding affinity (normalized) is 0.755.